This data is from Full USPTO retrosynthesis dataset with 1.9M reactions from patents (1976-2016). The task is: Predict the reactants needed to synthesize the given product. (1) Given the product [NH2:54][C:55]1[CH:60]=[C:59]([F:61])[CH:58]=[CH:57][C:56]=1[NH:62][C:63](=[O:76])[C:64]1[CH:69]=[CH:68][C:67]([NH:70][CH2:71][CH2:72][CH2:73][CH2:74][NH:75][C:38]([C:39]2[C:40]([CH3:41])=[C:52]([CH:53]=[N:13][N:12]=[C:5]3[C:4]4[C:77](=[CH:9][CH:10]=[C:2]([F:1])[CH:3]=4)[NH:78][C:80]3=[O:81])[NH:49][C:50]=2[CH3:51])=[O:37])=[N:66][CH:65]=1, predict the reactants needed to synthesize it. The reactants are: [F:1][C:2]1[CH:3]=[C:4]2C(=[CH:9][CH:10]=1)NC(=O)[C:5]2=[N:12][N:13]=CC1(C)CC(C)(C(O)=O)CN1.Cl.C(N=C=NCCCN(C)C)C.[OH:37][C:38]1C2N=NNC=2[CH:41]=[CH:40][CH:39]=1.C([N:49]([CH2:52][CH3:53])[CH2:50][CH3:51])C.[NH2:54][C:55]1[CH:60]=[C:59]([F:61])[CH:58]=[CH:57][C:56]=1[NH:62][C:63](=[O:76])[C:64]1[CH:69]=[CH:68][C:67]([NH:70][CH2:71][CH2:72][CH2:73][CH2:74][NH2:75])=[N:66][CH:65]=1.[CH3:77][N:78]([CH:80]=[O:81])C. (2) Given the product [NH:23]1[C:27]2=[N:28][CH:29]=[CH:30][CH:31]=[C:26]2[C:25]([C:32]2[CH:37]=[CH:36][N:35]=[C:34]([NH:6][C:5]3[CH:7]=[C:8]([O:12][CH3:13])[C:9]([O:10][CH3:11])=[C:3]([O:2][CH3:1])[CH:4]=3)[N:33]=2)=[CH:24]1, predict the reactants needed to synthesize it. The reactants are: [CH3:1][O:2][C:3]1[CH:4]=[C:5]([CH:7]=[C:8]([O:12][CH3:13])[C:9]=1[O:10][CH3:11])[NH2:6].C1(S([N:23]2[C:27]3=[N:28][CH:29]=[CH:30][CH:31]=[C:26]3[C:25]([C:32]3[CH:37]=[CH:36][N:35]=[C:34](Cl)[N:33]=3)=[CH:24]2)(=O)=O)C=CC=CC=1. (3) Given the product [Cl:15][C:11]1[CH:12]=[C:13]2[C:8](=[CH:9][CH:10]=1)[NH:7][C:6](=[O:16])[C:5]([C@@H:3]([NH:2][C:18]1[N:23]=[C:22]([N:24]3[C@@H:28]([CH:29]([CH3:30])[CH3:31])[CH2:27][O:26][C:25]3=[O:32])[CH:21]=[CH:20][N:19]=1)[CH3:4])=[CH:14]2, predict the reactants needed to synthesize it. The reactants are: Cl.[NH2:2][C@H:3]([C:5]1[C:6](=[O:16])[NH:7][C:8]2[C:13]([CH:14]=1)=[CH:12][C:11]([Cl:15])=[CH:10][CH:9]=2)[CH3:4].Cl[C:18]1[N:23]=[C:22]([N:24]2[C@@H:28]([CH:29]([CH3:31])[CH3:30])[CH2:27][O:26][C:25]2=[O:32])[CH:21]=[CH:20][N:19]=1.CCN(C(C)C)C(C)C. (4) Given the product [CH:1]([C:3]1[CH:8]=[CH:7][C:6]([C:13]2[CH:18]=[CH:17][CH:16]=[CH:15][C:14]=2[C:19]2[CH:20]=[N:21][CH:22]=[CH:23][CH:24]=2)=[CH:5][CH:4]=1)=[CH2:2], predict the reactants needed to synthesize it. The reactants are: [CH:1]([C:3]1[CH:8]=[CH:7][C:6](B(O)O)=[CH:5][CH:4]=1)=[CH2:2].Cl[C:13]1[CH:18]=[CH:17][CH:16]=[CH:15][C:14]=1[C:19]1[CH:20]=[N:21][CH:22]=[CH:23][CH:24]=1.F[K].C(P)(C)(C)C.P(C(C)(C)C)(C(C)(C)C)C(C)(C)C.